This data is from NCI-60 drug combinations with 297,098 pairs across 59 cell lines. The task is: Regression. Given two drug SMILES strings and cell line genomic features, predict the synergy score measuring deviation from expected non-interaction effect. (1) Drug 1: C1CCC(C1)C(CC#N)N2C=C(C=N2)C3=C4C=CNC4=NC=N3. Drug 2: CCN(CC)CCNC(=O)C1=C(NC(=C1C)C=C2C3=C(C=CC(=C3)F)NC2=O)C. Cell line: OVCAR-4. Synergy scores: CSS=-1.59, Synergy_ZIP=0.864, Synergy_Bliss=0.209, Synergy_Loewe=1.01, Synergy_HSA=-1.02. (2) Drug 1: CCCCCOC(=O)NC1=NC(=O)N(C=C1F)C2C(C(C(O2)C)O)O. Drug 2: C1CN(P(=O)(OC1)NCCCl)CCCl. Cell line: HOP-92. Synergy scores: CSS=2.32, Synergy_ZIP=0.121, Synergy_Bliss=1.14, Synergy_Loewe=0.279, Synergy_HSA=0.683. (3) Drug 1: CC1=C(C=C(C=C1)NC(=O)C2=CC=C(C=C2)CN3CCN(CC3)C)NC4=NC=CC(=N4)C5=CN=CC=C5. Drug 2: C(=O)(N)NO. Cell line: UO-31. Synergy scores: CSS=-0.867, Synergy_ZIP=1.45, Synergy_Bliss=0.500, Synergy_Loewe=-4.35, Synergy_HSA=-3.48. (4) Drug 1: CC1=C(C=C(C=C1)NC(=O)C2=CC=C(C=C2)CN3CCN(CC3)C)NC4=NC=CC(=N4)C5=CN=CC=C5. Drug 2: COC1=C2C(=CC3=C1OC=C3)C=CC(=O)O2. Cell line: MDA-MB-435. Synergy scores: CSS=-6.39, Synergy_ZIP=3.63, Synergy_Bliss=1.75, Synergy_Loewe=-3.74, Synergy_HSA=-4.87. (5) Drug 1: C1CN1C2=NC(=NC(=N2)N3CC3)N4CC4. Drug 2: CC1=C(C(=O)C2=C(C1=O)N3CC4C(C3(C2COC(=O)N)OC)N4)N. Cell line: HT29. Synergy scores: CSS=42.7, Synergy_ZIP=-3.60, Synergy_Bliss=3.16, Synergy_Loewe=3.92, Synergy_HSA=7.48. (6) Drug 1: CN(C)N=NC1=C(NC=N1)C(=O)N. Drug 2: CCCCC(=O)OCC(=O)C1(CC(C2=C(C1)C(=C3C(=C2O)C(=O)C4=C(C3=O)C=CC=C4OC)O)OC5CC(C(C(O5)C)O)NC(=O)C(F)(F)F)O. Cell line: U251. Synergy scores: CSS=11.9, Synergy_ZIP=-2.52, Synergy_Bliss=3.48, Synergy_Loewe=6.03, Synergy_HSA=5.13. (7) Drug 1: CCC1=CC2CC(C3=C(CN(C2)C1)C4=CC=CC=C4N3)(C5=C(C=C6C(=C5)C78CCN9C7C(C=CC9)(C(C(C8N6C)(C(=O)OC)O)OC(=O)C)CC)OC)C(=O)OC.C(C(C(=O)O)O)(C(=O)O)O. Drug 2: C1=CC(=C2C(=C1NCCNCCO)C(=O)C3=C(C=CC(=C3C2=O)O)O)NCCNCCO. Cell line: UO-31. Synergy scores: CSS=29.9, Synergy_ZIP=-2.76, Synergy_Bliss=-0.0740, Synergy_Loewe=2.28, Synergy_HSA=4.53. (8) Drug 1: CC1C(C(CC(O1)OC2CC(OC(C2O)C)OC3=CC4=CC5=C(C(=O)C(C(C5)C(C(=O)C(C(C)O)O)OC)OC6CC(C(C(O6)C)O)OC7CC(C(C(O7)C)O)OC8CC(C(C(O8)C)O)(C)O)C(=C4C(=C3C)O)O)O)O. Drug 2: C1=NC2=C(N1)C(=S)N=CN2. Cell line: RPMI-8226. Synergy scores: CSS=31.8, Synergy_ZIP=-0.0140, Synergy_Bliss=0.132, Synergy_Loewe=-8.91, Synergy_HSA=-2.06. (9) Drug 1: CCCCC(=O)OCC(=O)C1(CC(C2=C(C1)C(=C3C(=C2O)C(=O)C4=C(C3=O)C=CC=C4OC)O)OC5CC(C(C(O5)C)O)NC(=O)C(F)(F)F)O. Drug 2: C1CNP(=O)(OC1)N(CCCl)CCCl. Cell line: IGROV1. Synergy scores: CSS=4.86, Synergy_ZIP=-3.61, Synergy_Bliss=-0.773, Synergy_Loewe=-12.2, Synergy_HSA=-1.86. (10) Drug 1: C1=CN(C(=O)N=C1N)C2C(C(C(O2)CO)O)O.Cl. Drug 2: C1C(C(OC1N2C=NC3=C(N=C(N=C32)Cl)N)CO)O. Cell line: TK-10. Synergy scores: CSS=35.1, Synergy_ZIP=-6.97, Synergy_Bliss=-7.80, Synergy_Loewe=-0.895, Synergy_HSA=1.12.